Dataset: Reaction yield outcomes from USPTO patents with 853,638 reactions. Task: Predict the reaction yield, written as a fraction of the theoretical maximum amount of product (1.0 means a 100% yield; for example, 0.34 means a 34% yield). (1) The reactants are [CH3:1][O:2][C:3]([CH:5]1[CH2:10][CH2:9][CH:8]([C:11]2[CH:16]=[C:15](O)[N:14]3[N:18]=[CH:19][CH:20]=[C:13]3[N:12]=2)[CH2:7][CH2:6]1)=[O:4].CN(C)C1C=CC=CC=1.O=P(Cl)(Cl)[Cl:32]. No catalyst specified. The product is [CH3:1][O:2][C:3]([CH:5]1[CH2:10][CH2:9][CH:8]([C:11]2[CH:16]=[C:15]([Cl:32])[N:14]3[N:18]=[CH:19][CH:20]=[C:13]3[N:12]=2)[CH2:7][CH2:6]1)=[O:4]. The yield is 0.320. (2) The reactants are C([O:5][C:6](=[O:45])[CH2:7][N:8](C(OC(C)(C)C)=O)[C:9]1[CH:14]=[CH:13][CH:12]=[C:11]([CH:15]([S:29]([C:32]2[CH:37]=[CH:36][CH:35]=[CH:34][N:33]=2)(=[O:31])=[O:30])[NH:16][CH2:17][C:18]2[CH:23]=[CH:22][C:21]([C:24]3[S:25][CH:26]=[CH:27][N:28]=3)=[CH:20][CH:19]=2)[N:10]=1)(C)(C)C.Cl.O1CCOCC1. The catalyst is C(Cl)Cl. The product is [N:33]1[CH:34]=[CH:35][CH:36]=[CH:37][C:32]=1[S:29]([CH:15]([NH:16][CH2:17][C:18]1[CH:23]=[CH:22][C:21]([C:24]2[S:25][CH:26]=[CH:27][N:28]=2)=[CH:20][CH:19]=1)[C:11]1[N:10]=[C:9]([NH:8][CH2:7][C:6]([OH:45])=[O:5])[CH:14]=[CH:13][CH:12]=1)(=[O:31])=[O:30]. The yield is 0.390. (3) The reactants are [OH:1][C:2]1[CH:22]=[CH:21][C:5]2[C@@:6]3([CH2:16][C:17]([F:20])([F:19])[F:18])[CH2:14][CH2:13][C:12](=[O:15])[CH2:11][C@H:7]3[CH2:8][CH2:9][CH2:10][C:4]=2[CH:3]=1.[OH:23][C:24]1[CH:44]=[CH:43][C:27]2[C@:28]3([CH2:38][C:39]([F:42])([F:41])[F:40])[CH2:36][CH2:35][C:34](=[O:37])[CH2:33][C@@H:29]3[CH2:30][CH2:31][CH2:32][C:26]=2[CH:25]=1.[F:45][C:46]([F:65])([F:64])[S:47](N(C1C=CC=CC=1)[S:47]([C:46]([F:65])([F:64])[F:45])(=[O:49])=[O:48])(=[O:49])=[O:48].CCN(C(C)C)C(C)C. The catalyst is C(Cl)Cl. The product is [O:15]=[C:12]1[CH2:13][CH2:14][C@:6]2([CH2:16][C:17]([F:18])([F:19])[F:20])[C:5]3[CH:21]=[CH:22][C:2]([O:1][S:47]([C:46]([F:65])([F:64])[F:45])(=[O:49])=[O:48])=[CH:3][C:4]=3[CH2:10][CH2:9][CH2:8][C@@H:7]2[CH2:11]1.[O:37]=[C:34]1[CH2:35][CH2:36][C@@:28]2([CH2:38][C:39]([F:40])([F:41])[F:42])[C:27]3[CH:43]=[CH:44][C:24]([O:23][S:47]([C:46]([F:65])([F:64])[F:45])(=[O:49])=[O:48])=[CH:25][C:26]=3[CH2:32][CH2:31][CH2:30][C@H:29]2[CH2:33]1. The yield is 0.710.